The task is: Regression. Given a peptide amino acid sequence and an MHC pseudo amino acid sequence, predict their binding affinity value. This is MHC class I binding data.. This data is from Peptide-MHC class I binding affinity with 185,985 pairs from IEDB/IMGT. (1) The peptide sequence is FLPSDYFPKV. The MHC is HLA-A02:01 with pseudo-sequence HLA-A02:01. The binding affinity (normalized) is 0.670. (2) The binding affinity (normalized) is 0.714. The peptide sequence is YLLLTTNGT. The MHC is HLA-A23:01 with pseudo-sequence HLA-A23:01. (3) The MHC is HLA-A26:02 with pseudo-sequence HLA-A26:02. The binding affinity (normalized) is 0.0847. The peptide sequence is IGRGKNHAR. (4) The peptide sequence is HTPPPAPM. The MHC is Mamu-A01 with pseudo-sequence Mamu-A01. The binding affinity (normalized) is 0.960.